Dataset: Reaction yield outcomes from USPTO patents with 853,638 reactions. Task: Predict the reaction yield, written as a fraction of the theoretical maximum amount of product (1.0 means a 100% yield; for example, 0.34 means a 34% yield). (1) The reactants are [C:1]([O:5][C:6]([N:8]1[CH2:13][CH2:12][N:11]([C:14]2[N:19]=[CH:18][N:17]=[C:16]3[NH:20][N:21]=[CH:22][C:15]=23)[CH2:10][CH2:9]1)=[O:7])([CH3:4])([CH3:3])[CH3:2].[Br:23]N1C(=O)CCC1=O. The catalyst is CN(C)C=O. The product is [Br:23][C:22]1[C:15]2[C:16](=[N:17][CH:18]=[N:19][C:14]=2[N:11]2[CH2:10][CH2:9][N:8]([C:6]([O:5][C:1]([CH3:4])([CH3:2])[CH3:3])=[O:7])[CH2:13][CH2:12]2)[NH:20][N:21]=1. The yield is 0.890. (2) The reactants are Cl.Cl.[CH3:3][C:4]1([CH2:10][C:11]([N:13]2[CH2:33][CH2:32][C:16]3([CH:18]([CH2:19][NH:20][C:21]([N:23]4[CH2:31][C:30]5[CH:29]=[CH:28][N:27]=[CH:26][C:25]=5[CH2:24]4)=[O:22])[CH2:17]3)[CH2:15][CH2:14]2)=[O:12])[CH2:9][CH2:8][NH:7][CH2:6][CH2:5]1.FC(F)(F)S(O[CH2:40][C:41]([F:44])([F:43])[F:42])(=O)=O.CCN(C(C)C)C(C)C. The catalyst is CN(C=O)C.C(OCC)(=O)C. The product is [CH3:3][C:4]1([CH2:10][C:11]([N:13]2[CH2:14][CH2:15][C:16]3([CH:18]([CH2:19][NH:20][C:21]([N:23]4[CH2:31][C:30]5[CH:29]=[CH:28][N:27]=[CH:26][C:25]=5[CH2:24]4)=[O:22])[CH2:17]3)[CH2:32][CH2:33]2)=[O:12])[CH2:5][CH2:6][N:7]([CH2:40][C:41]([F:44])([F:43])[F:42])[CH2:8][CH2:9]1. The yield is 0.160. (3) The reactants are [CH3:1][O:2][C:3]1[CH:4]=[C:5]([CH2:11][C:12]([OH:14])=O)[CH:6]=[C:7]([O:9][CH3:10])[CH:8]=1.C(N1[CH:26]=[CH:25]N=C1)(N1C=CN=C1)=O.C[NH:28][C:29]1[C:30]([C:35]2[CH:40]=[C:39]([N:41]3[CH2:46][CH2:45][O:44][CH2:43][CH2:42]3)[C:38]([CH3:47])=[CH:37][CH:36]=2)=[N:31][CH:32]=CC=1.[CH3:48]N(C)C=O. No catalyst specified. The product is [CH3:10][O:9][C:7]1[CH:6]=[C:5]([CH2:11][C:12]([N:31]([CH3:32])[C:30]2[CH:29]=[N:28][C:39]([N:41]3[CH2:42][CH2:43][O:44][CH2:45][CH2:46]3)=[CH:40][C:35]=2[C:36]2[CH:37]=[CH:38][CH:47]=[CH:48][C:25]=2[CH3:26])=[O:14])[CH:4]=[C:3]([O:2][CH3:1])[CH:8]=1. The yield is 0.750. (4) The reactants are [I:1][C:2]1[C:3]([CH3:12])=[C:4]([CH:9]=[CH:10][CH:11]=1)[C:5]([O:7][CH3:8])=[O:6].[Br:13]NC(=O)CCC(N)=O. The catalyst is C(Cl)(Cl)(Cl)Cl.C(OOC(=O)C1C=CC=CC=1)(=O)C1C=CC=CC=1. The product is [Br:13][CH2:12][C:3]1[C:2]([I:1])=[CH:11][CH:10]=[CH:9][C:4]=1[C:5]([O:7][CH3:8])=[O:6]. The yield is 0.700. (5) The reactants are [C:1]1([CH2:7][SH:8])[CH:6]=[CH:5][CH:4]=[CH:3][CH:2]=1.C([O-])([O-])=O.[K+].[K+].Cl[C:16]1[C:21]([CH3:22])=[CH:20][C:19]([N+:23]([O-:25])=[O:24])=[CH:18][N:17]=1. The catalyst is C1COCC1. The product is [CH2:7]([S:8][C:16]1[C:21]([CH3:22])=[CH:20][C:19]([N+:23]([O-:25])=[O:24])=[CH:18][N:17]=1)[C:1]1[CH:6]=[CH:5][CH:4]=[CH:3][CH:2]=1. The yield is 0.770. (6) The product is [OH:8][CH2:9][CH2:10][N:11]1[C:17](=[O:18])[C:16]2[CH:19]=[CH:20][C:21]([NH:40][C:39]3[CH:38]=[CH:37][C:36]([N:32]4[CH:33]=[CH:34][N:35]=[C:31]4[CH3:30])=[CH:42][CH:41]=3)=[N:22][C:15]=2[O:14][CH:13]([C:24]2[CH:29]=[CH:28][CH:27]=[CH:26][CH:25]=2)[CH2:12]1. The reactants are [Si]([O:8][CH2:9][CH2:10][N:11]1[C:17](=[O:18])[C:16]2[CH:19]=[CH:20][C:21](Cl)=[N:22][C:15]=2[O:14][CH:13]([C:24]2[CH:29]=[CH:28][CH:27]=[CH:26][CH:25]=2)[CH2:12]1)(C(C)(C)C)(C)C.[CH3:30][C:31]1[N:32]([C:36]2[CH:42]=[CH:41][C:39]([NH2:40])=[CH:38][CH:37]=2)[CH:33]=[CH:34][N:35]=1.C(=O)([O-])[O-].[Cs+].[Cs+].Cl.[F-].C([N+](CCCC)(CCCC)CCCC)CCC. The yield is 0.220. The catalyst is C(OCC)(=O)C.O.C([O-])(=O)C.[Pd+2].C([O-])(=O)C. (7) The reactants are [CH3:1][O:2][C:3]1[C:8]2[O:9][C:10]3([O:15][C:7]=2[C:6]([C:16]([OH:18])=[O:17])=[CH:5][CH:4]=1)[CH2:14][CH2:13][S:12][CH2:11]3.[C:19]([O-])([O-])=O.[K+].[K+].S(OC)(OC)(=O)=O.O. The catalyst is CC(C)=O. The product is [CH3:1][O:2][C:3]1[C:8]2[O:9][C:10]3([O:15][C:7]=2[C:6]([C:16]([O:18][CH3:19])=[O:17])=[CH:5][CH:4]=1)[CH2:14][CH2:13][S:12][CH2:11]3. The yield is 0.140.